Regression. Given two drug SMILES strings and cell line genomic features, predict the synergy score measuring deviation from expected non-interaction effect. From a dataset of NCI-60 drug combinations with 297,098 pairs across 59 cell lines. (1) Drug 1: CNC(=O)C1=CC=CC=C1SC2=CC3=C(C=C2)C(=NN3)C=CC4=CC=CC=N4. Drug 2: C1=CN(C(=O)N=C1N)C2C(C(C(O2)CO)O)O.Cl. Cell line: SN12C. Synergy scores: CSS=40.4, Synergy_ZIP=5.09, Synergy_Bliss=10.2, Synergy_Loewe=11.2, Synergy_HSA=12.1. (2) Drug 1: CCCS(=O)(=O)NC1=C(C(=C(C=C1)F)C(=O)C2=CNC3=C2C=C(C=N3)C4=CC=C(C=C4)Cl)F. Synergy scores: CSS=3.63, Synergy_ZIP=2.07, Synergy_Bliss=4.98, Synergy_Loewe=1.98, Synergy_HSA=2.14. Drug 2: COC1=C2C(=CC3=C1OC=C3)C=CC(=O)O2. Cell line: BT-549. (3) Drug 1: C(=O)(N)NO. Drug 2: C1=NC2=C(N1)C(=S)N=CN2. Cell line: HCC-2998. Synergy scores: CSS=43.2, Synergy_ZIP=4.99, Synergy_Bliss=6.16, Synergy_Loewe=0.916, Synergy_HSA=6.09. (4) Drug 1: C1=CC(=CC=C1CC(C(=O)O)N)N(CCCl)CCCl.Cl. Drug 2: CN(CC1=CN=C2C(=N1)C(=NC(=N2)N)N)C3=CC=C(C=C3)C(=O)NC(CCC(=O)O)C(=O)O. Cell line: DU-145. Synergy scores: CSS=31.2, Synergy_ZIP=0.767, Synergy_Bliss=-0.417, Synergy_Loewe=-7.36, Synergy_HSA=-3.24. (5) Drug 1: CC1=C(C=C(C=C1)NC2=NC=CC(=N2)N(C)C3=CC4=NN(C(=C4C=C3)C)C)S(=O)(=O)N.Cl. Drug 2: COC1=NC(=NC2=C1N=CN2C3C(C(C(O3)CO)O)O)N. Cell line: NCI-H226. Synergy scores: CSS=9.85, Synergy_ZIP=-0.857, Synergy_Bliss=-0.309, Synergy_Loewe=-14.6, Synergy_HSA=-1.03.